From a dataset of Peptide-MHC class II binding affinity with 134,281 pairs from IEDB. Regression. Given a peptide amino acid sequence and an MHC pseudo amino acid sequence, predict their binding affinity value. This is MHC class II binding data. (1) The peptide sequence is PNWVRKVFIDTIPNI. The MHC is HLA-DPA10201-DPB11401 with pseudo-sequence HLA-DPA10201-DPB11401. The binding affinity (normalized) is 0.396. (2) The peptide sequence is QMRMATPLLMRPM. The MHC is H-2-IAk with pseudo-sequence H-2-IAk. The binding affinity (normalized) is 0. (3) The peptide sequence is IKEDLAVAGITLVPI. The MHC is DRB1_0101 with pseudo-sequence DRB1_0101. The binding affinity (normalized) is 0.901. (4) The peptide sequence is PNWVRKVFIDTIPNI. The MHC is DRB1_1101 with pseudo-sequence DRB1_1101. The binding affinity (normalized) is 0.242. (5) The peptide sequence is EVELREHGSDEWVAM. The MHC is DRB1_0405 with pseudo-sequence DRB1_0405. The binding affinity (normalized) is 0.128.